This data is from Full USPTO retrosynthesis dataset with 1.9M reactions from patents (1976-2016). The task is: Predict the reactants needed to synthesize the given product. (1) Given the product [Cl:16][C:17]1[CH:18]=[C:19]2[C:24](=[CH:25][CH:26]=1)[CH:23]=[C:22]([S:27]([NH:7][CH2:6][C:5]([O:4][CH2:2][CH3:3])=[O:8])(=[O:29])=[O:28])[CH:21]=[CH:20]2, predict the reactants needed to synthesize it. The reactants are: Cl.[CH2:2]([O:4][C:5](=[O:8])[CH2:6][NH2:7])[CH3:3].C(N(CC)CC)C.[Cl:16][C:17]1[CH:18]=[C:19]2[C:24](=[CH:25][CH:26]=1)[CH:23]=[C:22]([S:27](Cl)(=[O:29])=[O:28])[CH:21]=[CH:20]2.Cl. (2) Given the product [C:27]([O:31][C:32](=[O:44])[NH:33][CH2:34][CH2:35][CH:36]([NH:43][C:20](=[O:21])[C:19]1[CH:23]=[CH:24][C:25]([CH3:26])=[C:17]([NH:16][C:14]([C:8]2[C:9](=[O:13])[NH:10][C:11]3[C:6]([CH:7]=2)=[CH:5][N:4]=[C:3]([O:2][CH3:1])[CH:12]=3)=[O:15])[CH:18]=1)[C:37]1[CH:42]=[CH:41][CH:40]=[CH:39][CH:38]=1)([CH3:30])([CH3:28])[CH3:29], predict the reactants needed to synthesize it. The reactants are: [CH3:1][O:2][C:3]1[CH:12]=[C:11]2[C:6]([CH:7]=[C:8]([C:14]([NH:16][C:17]3[CH:18]=[C:19]([CH:23]=[CH:24][C:25]=3[CH3:26])[C:20](O)=[O:21])=[O:15])[C:9](=[O:13])[NH:10]2)=[CH:5][N:4]=1.[C:27]([O:31][C:32](=[O:44])[NH:33][CH2:34][CH2:35][CH:36]([NH2:43])[C:37]1[CH:42]=[CH:41][CH:40]=[CH:39][CH:38]=1)([CH3:30])([CH3:29])[CH3:28]. (3) Given the product [NH2:12][C:4]1[N:3]=[C:2]([Cl:1])[CH:7]=[CH:6][C:5]=1[N+:8]([O-:10])=[O:9], predict the reactants needed to synthesize it. The reactants are: [Cl:1][C:2]1[CH:7]=[CH:6][C:5]([N+:8]([O-:10])=[O:9])=[C:4](Cl)[N:3]=1.[NH3:12]. (4) Given the product [Cl:1][C:2]1[N:3]=[C:4]([NH:28][C:26]([CH3:29])([CH3:27])[CH2:25][C:22]2[CH:23]=[CH:24][C:19]([F:18])=[CH:20][CH:21]=2)[C:5]2[CH2:10][N:9]([CH:11]([CH3:15])[CH2:12][O:13][CH3:14])[C:8](=[O:16])[C:6]=2[N:7]=1, predict the reactants needed to synthesize it. The reactants are: [Cl:1][C:2]1[N:3]=[C:4](Cl)[C:5]2[CH2:10][N:9]([CH:11]([CH3:15])[CH2:12][O:13][CH3:14])[C:8](=[O:16])[C:6]=2[N:7]=1.[F:18][C:19]1[CH:24]=[CH:23][C:22]([CH2:25][C:26]([CH3:29])([NH2:28])[CH3:27])=[CH:21][CH:20]=1.CCN(C(C)C)C(C)C. (5) Given the product [CH2:1]([O:8][C:9]1[CH:14]=[C:13]([CH:12]=[CH:11][C:10]=1[O:22][CH3:23])[CH2:15][CH:16]([NH:19][C:34](=[O:36])[CH3:35])[CH2:17][CH3:18])[C:2]1[CH:7]=[CH:6][CH:5]=[CH:4][CH:3]=1, predict the reactants needed to synthesize it. The reactants are: [CH2:1]([O:8][C:9]1[CH:14]=[C:13]([CH2:15][CH:16]([N+:19]([O-])=O)[CH2:17][CH3:18])[CH:12]=[CH:11][C:10]=1[O:22][CH3:23])[C:2]1[CH:7]=[CH:6][CH:5]=[CH:4][CH:3]=1.O.NN.C(N(CC)CC)C.[C:34](OC(=O)C)(=[O:36])[CH3:35].Cl. (6) The reactants are: Br[C:2]1[N:9]=[CH:8][CH:7]=[C:6]([Cl:10])[C:3]=1[CH:4]=[O:5].[C:11]1(=[O:24])[C:16]2=[CH:17][C:18]3[CH2:19][CH2:20][CH2:21][CH2:22][C:23]=3[N:15]2[CH2:14][CH2:13][NH:12]1.CC1(C)C2C(=C(P(C3C=CC=CC=3)C3C=CC=CC=3)C=CC=2)OC2C(P(C3C=CC=CC=3)C3C=CC=CC=3)=CC=CC1=2.C([O-])([O-])=O.[Cs+].[Cs+]. Given the product [Cl:10][C:6]1[C:3]([CH:4]=[O:5])=[C:2]([N:12]2[CH2:13][CH2:14][N:15]3[C:23]4[CH2:22][CH2:21][CH2:20][CH2:19][C:18]=4[CH:17]=[C:16]3[C:11]2=[O:24])[N:9]=[CH:8][CH:7]=1, predict the reactants needed to synthesize it. (7) Given the product [C:13]([C:5]1[CH:6]=[C:7]([CH:8]=[CH:9][C:4]=1[N+:1]([O-:3])=[O:2])[C:10]([O:12][CH3:21])=[O:11])([OH:15])=[O:14], predict the reactants needed to synthesize it. The reactants are: [N+:1]([C:4]1[CH:9]=[CH:8][C:7]([C:10]([OH:12])=[O:11])=[CH:6][C:5]=1[C:13]([OH:15])=[O:14])([O-:3])=[O:2].S(=O)(=O)(O)O.[CH3:21]O. (8) Given the product [Cl:19][C:17]1[CH:18]=[C:13]([NH2:12])[CH:14]=[C:15]([Cl:21])[C:16]=1[O:20][C:2]1[S:3][C:4]2[CH:10]=[C:9]([Cl:11])[CH:8]=[CH:7][C:5]=2[N:6]=1, predict the reactants needed to synthesize it. The reactants are: Cl[C:2]1[S:3][C:4]2[CH:10]=[C:9]([Cl:11])[CH:8]=[CH:7][C:5]=2[N:6]=1.[NH2:12][C:13]1[CH:18]=[C:17]([Cl:19])[C:16]([OH:20])=[C:15]([Cl:21])[CH:14]=1. (9) The reactants are: [CH3:1][O:2][C:3]1[CH:4]=[C:5]([CH:8]=[CH:9][C:10]=1[N+:11]([O-])=O)[CH2:6]Cl.[Na+].[CH3:15][S:16]([O-:18])=[O:17].O. Given the product [CH3:1][O:2][C:3]1[CH:4]=[C:5]([CH2:6][S:16]([CH3:15])(=[O:18])=[O:17])[CH:8]=[CH:9][C:10]=1[NH2:11], predict the reactants needed to synthesize it.